The task is: Regression. Given two drug SMILES strings and cell line genomic features, predict the synergy score measuring deviation from expected non-interaction effect.. This data is from NCI-60 drug combinations with 297,098 pairs across 59 cell lines. (1) Cell line: NCI-H226. Drug 2: C1CN(P(=O)(OC1)NCCCl)CCCl. Synergy scores: CSS=-2.75, Synergy_ZIP=0.0863, Synergy_Bliss=-1.41, Synergy_Loewe=-0.713, Synergy_HSA=-2.31. Drug 1: C1=NC2=C(N=C(N=C2N1C3C(C(C(O3)CO)O)F)Cl)N. (2) Drug 1: CCC1(CC2CC(C3=C(CCN(C2)C1)C4=CC=CC=C4N3)(C5=C(C=C6C(=C5)C78CCN9C7C(C=CC9)(C(C(C8N6C=O)(C(=O)OC)O)OC(=O)C)CC)OC)C(=O)OC)O.OS(=O)(=O)O. Drug 2: CC12CCC3C(C1CCC2OP(=O)(O)O)CCC4=C3C=CC(=C4)OC(=O)N(CCCl)CCCl.[Na+]. Cell line: T-47D. Synergy scores: CSS=6.48, Synergy_ZIP=6.00, Synergy_Bliss=5.78, Synergy_Loewe=4.26, Synergy_HSA=2.58. (3) Drug 1: CC1CCC2CC(C(=CC=CC=CC(CC(C(=O)C(C(C(=CC(C(=O)CC(OC(=O)C3CCCCN3C(=O)C(=O)C1(O2)O)C(C)CC4CCC(C(C4)OC)OCCO)C)C)O)OC)C)C)C)OC. Drug 2: CCN(CC)CCNC(=O)C1=C(NC(=C1C)C=C2C3=C(C=CC(=C3)F)NC2=O)C. Cell line: SNB-19. Synergy scores: CSS=3.88, Synergy_ZIP=3.49, Synergy_Bliss=8.56, Synergy_Loewe=1.31, Synergy_HSA=0.582. (4) Drug 1: CC1=CC=C(C=C1)C2=CC(=NN2C3=CC=C(C=C3)S(=O)(=O)N)C(F)(F)F. Drug 2: CCCCC(=O)OCC(=O)C1(CC(C2=C(C1)C(=C3C(=C2O)C(=O)C4=C(C3=O)C=CC=C4OC)O)OC5CC(C(C(O5)C)O)NC(=O)C(F)(F)F)O. Cell line: MALME-3M. Synergy scores: CSS=25.3, Synergy_ZIP=0.803, Synergy_Bliss=0.366, Synergy_Loewe=-23.5, Synergy_HSA=-0.436. (5) Drug 1: CCCCC(=O)OCC(=O)C1(CC(C2=C(C1)C(=C3C(=C2O)C(=O)C4=C(C3=O)C=CC=C4OC)O)OC5CC(C(C(O5)C)O)NC(=O)C(F)(F)F)O. Drug 2: C1CNP(=O)(OC1)N(CCCl)CCCl. Cell line: RXF 393. Synergy scores: CSS=19.3, Synergy_ZIP=4.00, Synergy_Bliss=6.31, Synergy_Loewe=0.0757, Synergy_HSA=5.16. (6) Drug 1: C1CCC(CC1)NC(=O)N(CCCl)N=O. Drug 2: C(CN)CNCCSP(=O)(O)O. Cell line: HS 578T. Synergy scores: CSS=12.0, Synergy_ZIP=-0.541, Synergy_Bliss=0.513, Synergy_Loewe=-16.5, Synergy_HSA=-0.925. (7) Synergy scores: CSS=54.3, Synergy_ZIP=-4.52, Synergy_Bliss=-0.945, Synergy_Loewe=0.620, Synergy_HSA=2.30. Drug 1: CC1OCC2C(O1)C(C(C(O2)OC3C4COC(=O)C4C(C5=CC6=C(C=C35)OCO6)C7=CC(=C(C(=C7)OC)O)OC)O)O. Drug 2: CC1C(C(CC(O1)OC2CC(CC3=C2C(=C4C(=C3O)C(=O)C5=C(C4=O)C(=CC=C5)OC)O)(C(=O)CO)O)N)O.Cl. Cell line: HCC-2998. (8) Drug 1: C1=CC(=CC=C1C#N)C(C2=CC=C(C=C2)C#N)N3C=NC=N3. Drug 2: CC1=C(C(CCC1)(C)C)C=CC(=CC=CC(=CC(=O)O)C)C. Cell line: HOP-92. Synergy scores: CSS=3.55, Synergy_ZIP=-4.07, Synergy_Bliss=-4.47, Synergy_Loewe=-3.36, Synergy_HSA=-3.03.